This data is from CYP3A4 inhibition data for predicting drug metabolism from PubChem BioAssay. The task is: Regression/Classification. Given a drug SMILES string, predict its absorption, distribution, metabolism, or excretion properties. Task type varies by dataset: regression for continuous measurements (e.g., permeability, clearance, half-life) or binary classification for categorical outcomes (e.g., BBB penetration, CYP inhibition). Dataset: cyp3a4_veith. The compound is CC(=O)Nc1cccc(N2C(=O)CCC2=O)c1. The result is 0 (non-inhibitor).